Dataset: Full USPTO retrosynthesis dataset with 1.9M reactions from patents (1976-2016). Task: Predict the reactants needed to synthesize the given product. (1) Given the product [ClH:18].[NH2:7][C@@H:8]([C:10]1[S:14][C:13]([C:15]([OH:17])=[O:16])=[CH:12][CH:11]=1)[CH3:9], predict the reactants needed to synthesize it. The reactants are: C([S@@]([NH:7][C@@H:8]([C:10]1[S:14][C:13]([C:15]([O-:17])=[O:16])=[CH:12][CH:11]=1)[CH3:9])=O)(C)(C)C.[ClH:18]. (2) Given the product [O:1]([CH2:19][C:20]1([CH2:28][N:29]2[CH:33]=[C:32]([CH2:34][O:35][CH2:48][O:49][CH3:50])[N:31]=[C:30]2[N+:36]([O-:38])=[O:37])[CH2:25][O:24][C:23]([CH3:26])([CH3:27])[O:22][CH2:21]1)[Si:2]([C:15]([CH3:16])([CH3:18])[CH3:17])([C:3]1[CH:8]=[CH:7][CH:6]=[CH:5][CH:4]=1)[C:9]1[CH:14]=[CH:13][CH:12]=[CH:11][CH:10]=1, predict the reactants needed to synthesize it. The reactants are: [O:1]([CH2:19][C:20]1([CH2:28][N:29]2[CH:33]=[C:32]([CH2:34][OH:35])[N:31]=[C:30]2[N+:36]([O-:38])=[O:37])[CH2:25][O:24][C:23]([CH3:27])([CH3:26])[O:22][CH2:21]1)[Si:2]([C:15]([CH3:18])([CH3:17])[CH3:16])([C:9]1[CH:14]=[CH:13][CH:12]=[CH:11][CH:10]=1)[C:3]1[CH:8]=[CH:7][CH:6]=[CH:5][CH:4]=1.C(N(CC)C(C)C)(C)C.[CH3:48][O:49][CH2:50]Cl.C(=O)(O)[O-].[Na+]. (3) Given the product [Cl:11][C:4]1[CH:3]=[C:2]([C:24]2[CH:25]=[N:26][C:27]([C:30]([F:33])([F:32])[F:31])=[N:28][CH:29]=2)[CH:7]=[N:6][C:5]=1[CH:8]([F:10])[F:9], predict the reactants needed to synthesize it. The reactants are: Br[C:2]1[CH:3]=[C:4]([Cl:11])[C:5]([CH:8]([F:10])[F:9])=[N:6][CH:7]=1.C(=O)([O-])[O-].[K+].[K+].CC1(C)OB([C:24]2[CH:25]=[N:26][C:27]([C:30]([F:33])([F:32])[F:31])=[N:28][CH:29]=2)OC1(C)C.